The task is: Regression. Given two drug SMILES strings and cell line genomic features, predict the synergy score measuring deviation from expected non-interaction effect.. This data is from NCI-60 drug combinations with 297,098 pairs across 59 cell lines. (1) Drug 1: CC1=C(C(=CC=C1)Cl)NC(=O)C2=CN=C(S2)NC3=CC(=NC(=N3)C)N4CCN(CC4)CCO. Drug 2: C(CN)CNCCSP(=O)(O)O. Cell line: PC-3. Synergy scores: CSS=10.5, Synergy_ZIP=-2.41, Synergy_Bliss=3.66, Synergy_Loewe=-11.7, Synergy_HSA=1.07. (2) Synergy scores: CSS=42.1, Synergy_ZIP=-3.89, Synergy_Bliss=-5.28, Synergy_Loewe=-5.82, Synergy_HSA=-1.56. Drug 2: C1=NC2=C(N1)C(=S)N=C(N2)N. Drug 1: C1=C(C(=O)NC(=O)N1)F. Cell line: OVCAR-8. (3) Drug 1: CCC1=CC2CC(C3=C(CN(C2)C1)C4=CC=CC=C4N3)(C5=C(C=C6C(=C5)C78CCN9C7C(C=CC9)(C(C(C8N6C)(C(=O)OC)O)OC(=O)C)CC)OC)C(=O)OC.C(C(C(=O)O)O)(C(=O)O)O. Drug 2: CS(=O)(=O)OCCCCOS(=O)(=O)C. Cell line: BT-549. Synergy scores: CSS=52.1, Synergy_ZIP=-1.52, Synergy_Bliss=1.40, Synergy_Loewe=-41.6, Synergy_HSA=2.76. (4) Drug 1: CC1=C(C=C(C=C1)NC(=O)C2=CC=C(C=C2)CN3CCN(CC3)C)NC4=NC=CC(=N4)C5=CN=CC=C5. Drug 2: CC1CCCC2(C(O2)CC(NC(=O)CC(C(C(=O)C(C1O)C)(C)C)O)C(=CC3=CSC(=N3)C)C)C. Cell line: KM12. Synergy scores: CSS=51.2, Synergy_ZIP=9.24, Synergy_Bliss=5.36, Synergy_Loewe=-23.0, Synergy_HSA=5.05. (5) Drug 1: C1=CC(=CC=C1CCCC(=O)O)N(CCCl)CCCl. Drug 2: C1CN(P(=O)(OC1)NCCCl)CCCl. Cell line: HCC-2998. Synergy scores: CSS=2.19, Synergy_ZIP=-5.10, Synergy_Bliss=-6.88, Synergy_Loewe=-13.3, Synergy_HSA=-8.01. (6) Drug 1: CC12CCC3C(C1CCC2=O)CC(=C)C4=CC(=O)C=CC34C. Drug 2: COC1=CC(=CC(=C1O)OC)C2C3C(COC3=O)C(C4=CC5=C(C=C24)OCO5)OC6C(C(C7C(O6)COC(O7)C8=CC=CS8)O)O. Cell line: NCI-H460. Synergy scores: CSS=57.2, Synergy_ZIP=2.97, Synergy_Bliss=2.81, Synergy_Loewe=2.58, Synergy_HSA=5.75. (7) Drug 1: CNC(=O)C1=CC=CC=C1SC2=CC3=C(C=C2)C(=NN3)C=CC4=CC=CC=N4. Drug 2: CN(C)C1=NC(=NC(=N1)N(C)C)N(C)C. Cell line: HL-60(TB). Synergy scores: CSS=-5.27, Synergy_ZIP=-1.76, Synergy_Bliss=-11.2, Synergy_Loewe=-24.8, Synergy_HSA=-14.6. (8) Cell line: A549. Drug 1: C1=NC2=C(N=C(N=C2N1C3C(C(C(O3)CO)O)F)Cl)N. Drug 2: C1CNP(=O)(OC1)N(CCCl)CCCl. Synergy scores: CSS=-0.638, Synergy_ZIP=2.08, Synergy_Bliss=3.61, Synergy_Loewe=-0.00200, Synergy_HSA=0.414. (9) Drug 1: C1=CC=C(C=C1)NC(=O)CCCCCCC(=O)NO. Drug 2: CNC(=O)C1=NC=CC(=C1)OC2=CC=C(C=C2)NC(=O)NC3=CC(=C(C=C3)Cl)C(F)(F)F. Cell line: KM12. Synergy scores: CSS=21.2, Synergy_ZIP=-10.9, Synergy_Bliss=-10.5, Synergy_Loewe=-34.5, Synergy_HSA=-10.7. (10) Drug 1: C1CCN(CC1)CCOC2=CC=C(C=C2)C(=O)C3=C(SC4=C3C=CC(=C4)O)C5=CC=C(C=C5)O. Drug 2: CC12CCC(CC1=CCC3C2CCC4(C3CC=C4C5=CN=CC=C5)C)O. Cell line: ACHN. Synergy scores: CSS=4.51, Synergy_ZIP=0.705, Synergy_Bliss=1.62, Synergy_Loewe=-0.580, Synergy_HSA=-0.924.